Dataset: Forward reaction prediction with 1.9M reactions from USPTO patents (1976-2016). Task: Predict the product of the given reaction. (1) The product is: [NH2:16][C@H:13]1[CH2:14][CH2:15][C@H:10]([CH2:9][NH:8][C:6](=[O:7])[O:5][C:1]([CH3:3])([CH3:2])[CH3:4])[CH2:11][CH2:12]1. Given the reactants [C:1]([O:5][C:6]([NH:8][CH2:9][CH:10]1[CH2:15][CH2:14][CH:13]([NH:16]C(=O)OCC2C=CC=CC=2)[CH2:12][CH2:11]1)=[O:7])([CH3:4])([CH3:3])[CH3:2], predict the reaction product. (2) Given the reactants Cl.C([N:4]=C=NCCCN(C)C)C.ON1C2C=CC=CC=2N=N1.[CH2:23]([C:27]1[N:28]([CH2:42][C:43]2[CH:48]=[CH:47][C:46]([C:49]3[CH:54]=[CH:53][CH:52]=[CH:51][C:50]=3[C:55]#[N:56])=[CH:45][CH:44]=2)[C:29]([C:39](O)=[O:40])=[C:30]([C:32]2[CH:37]=[CH:36][C:35]([F:38])=[CH:34][CH:33]=2)[N:31]=1)[CH2:24][CH2:25][CH3:26].O.N, predict the reaction product. The product is: [CH2:23]([C:27]1[N:28]([CH2:42][C:43]2[CH:48]=[CH:47][C:46]([C:49]3[CH:54]=[CH:53][CH:52]=[CH:51][C:50]=3[C:55]#[N:56])=[CH:45][CH:44]=2)[C:29]([C:39]([NH2:4])=[O:40])=[C:30]([C:32]2[CH:33]=[CH:34][C:35]([F:38])=[CH:36][CH:37]=2)[N:31]=1)[CH2:24][CH2:25][CH3:26].